This data is from Reaction yield outcomes from USPTO patents with 853,638 reactions. The task is: Predict the reaction yield, written as a fraction of the theoretical maximum amount of product (1.0 means a 100% yield; for example, 0.34 means a 34% yield). (1) The reactants are C=O.[CH3:3][NH:4][CH3:5].[Cl:6][C:7]1[CH:8]=[C:9]2[C:13](=[CH:14][CH:15]=1)[NH:12][CH:11]=[CH:10]2.[C:16]([O-])(O)=O.[Na+].[OH-].[Na+]. The catalyst is CCO.CC(O)=O. The product is [Cl:6][C:7]1[CH:8]=[C:9]2[C:5](=[CH:14][CH:15]=1)[NH:4][CH:3]=[C:10]2[CH2:11][N:12]([CH3:16])[CH3:13]. The yield is 0.850. (2) The reactants are [Br:1][C:2]1[C:3]([F:12])=[C:4]2[C:10]([NH2:11])=[CH:9][NH:8][C:5]2=[N:6][CH:7]=1.[C:18]([O:16][CH2:17][C:18]([OH:16])=[O:19])(=[O:19])[CH3:17].C1N(P(Cl)(N2C(=O)OCC2)=O)C(=O)OC1.C(N(CC)CC)C.[Li+].[OH-]. The catalyst is C(Cl)Cl.CC#N.O.O. The product is [Br:1][C:2]1[C:3]([F:12])=[C:4]2[C:10]([NH:11][C:17](=[O:16])[CH2:18][OH:19])=[CH:9][NH:8][C:5]2=[N:6][CH:7]=1. The yield is 0.530. (3) The reactants are [CH3:1][C:2]1([CH3:14])[C:6]([CH3:8])([CH3:7])[O:5][B:4]([C:9]2[CH:10]=[N:11][NH:12][CH:13]=2)[O:3]1.[F:15][C:16]1[C:36]([C:37]([F:40])([F:39])[F:38])=[N:35][CH:34]=[CH:33][C:17]=1[C:18]([N:20]1[CH2:25][CH2:24][CH:23]([N:26]2[CH2:29][C:28](=[CH:30][C:31]#[N:32])[CH2:27]2)[CH2:22][CH2:21]1)=[O:19].N12CCCNC1CCCC=C2. The catalyst is C(#N)C. The product is [F:15][C:16]1[C:36]([C:37]([F:38])([F:39])[F:40])=[N:35][CH:34]=[CH:33][C:17]=1[C:18]([N:20]1[CH2:21][CH2:22][CH:23]([N:26]2[CH2:29][C:28]([CH2:30][C:31]#[N:32])([N:12]3[CH:13]=[C:9]([B:4]4[O:5][C:6]([CH3:7])([CH3:8])[C:2]([CH3:14])([CH3:1])[O:3]4)[CH:10]=[N:11]3)[CH2:27]2)[CH2:24][CH2:25]1)=[O:19]. The yield is 0.467. (4) No catalyst specified. The yield is 0.810. The product is [CH3:11][O:10][C:1](=[O:9])[C:2]1[CH:8]=[CH:29][C:28]([O:27][CH3:26])=[C:5]([CH3:6])[C:3]=1[NH:4][C:19]([C:16]1[S:17][CH:18]=[C:14]([C:13]([F:23])([F:22])[F:12])[N:15]=1)=[O:20]. The reactants are [C:1]([O:10][CH3:11])(=[O:9])[C:2]1[C:3](=[CH:5][CH:6]=C[CH:8]=1)[NH2:4].[F:12][C:13]([F:23])([F:22])[C:14]1[N:15]=[C:16]([C:19](Cl)=[O:20])[S:17][CH:18]=1.O1[CH2:29][CH2:28][O:27][CH2:26]C1. (5) The reactants are [CH2:1]([O:5][CH2:6][CH2:7][CH:8]=[CH2:9])[CH2:2][CH2:3][CH3:4].C(O)/C=C\C[OH:14]. The catalyst is O1CCCC1. The product is [CH2:1]([O:5][CH2:6][CH:7]=[CH:8][CH2:9][OH:14])[CH2:2][CH2:3][CH3:4]. The yield is 0.570. (6) The reactants are C([O:8][C:9]1[CH:10]=[C:11]2[C:16](=[CH:17][C:18]=1[O:19][CH3:20])[N:15]=[CH:14][CH:13]=[C:12]2Cl)C1C=CC=CC=1. The catalyst is C(N(CC)CC)C.CN(C)C=O.[OH-].[Pd+2].[OH-]. The product is [OH:8][C:9]1[CH:10]=[C:11]2[C:16](=[CH:17][C:18]=1[O:19][CH3:20])[N:15]=[CH:14][CH:13]=[CH:12]2. The yield is 0.840. (7) The reactants are [Br:1][C:2]1[CH:3]=[C:4]([OH:8])[CH:5]=[CH:6][CH:7]=1.[CH2:9](O)[CH2:10][CH2:11][CH2:12][CH2:13][CH2:14][CH2:15][CH3:16].CCN(CC)CC.C1C=CC(P(C2C=CC=CC=2)C2C=CC=CC=2)=CC=1.CC(OC(/N=N/C(OC(C)C)=O)=O)C. The catalyst is C1COCC1. The product is [Br:1][C:2]1[CH:7]=[CH:6][CH:5]=[C:4]([O:8][CH2:9][CH2:10][CH2:11][CH2:12][CH2:13][CH2:14][CH2:15][CH3:16])[CH:3]=1. The yield is 0.700. (8) The reactants are [Li]CCCC.[C:6]([O:10][C:11]([N:13]1[CH2:18][CH2:17][CH:16]([C:19]#[N:20])[CH2:15][CH2:14]1)=[O:12])([CH3:9])([CH3:8])[CH3:7].[F:21][C:22]1[CH:29]=[CH:28][C:25]([CH:26]=[O:27])=[CH:24][CH:23]=1. The catalyst is C1COCC1. The product is [C:6]([O:10][C:11]([N:13]1[CH2:18][CH2:17][C:16]([C:19]#[N:20])([CH:26]([C:25]2[CH:28]=[CH:29][C:22]([F:21])=[CH:23][CH:24]=2)[OH:27])[CH2:15][CH2:14]1)=[O:12])([CH3:9])([CH3:7])[CH3:8]. The yield is 0.525.